This data is from Reaction yield outcomes from USPTO patents with 853,638 reactions. The task is: Predict the reaction yield, written as a fraction of the theoretical maximum amount of product (1.0 means a 100% yield; for example, 0.34 means a 34% yield). The reactants are [OH:1][C:2]1[C:30]([O:31][CH3:32])=[CH:29][C:5]2[N:6]([C:9]3[S:13][C:12]([C:14]([O-:16])=[O:15])=[C:11]([O:17][CH2:18][C:19]4[CH:24]=[CH:23][CH:22]=[CH:21][C:20]=4[C:25]([F:28])([F:27])[F:26])[CH:10]=3)[CH:7]=[N:8][C:4]=2[CH:3]=1.O[CH2:34][CH2:35][CH2:36][N:37]1[CH2:41][CH2:40][CH2:39][C:38]1=[O:42].N(C(OC(C)(C)C)=O)=N[C:45](OC(C)(C)C)=O. The catalyst is ClCCl. The product is [CH3:32][O:31][C:30]1[C:2]([O:1][CH2:34][CH2:35][CH2:36][N:37]2[CH2:41][CH2:40][CH2:39][C:38]2=[O:42])=[CH:3][C:4]2[N:8]=[CH:7][N:6]([C:9]3[S:13][C:12]([C:14]([O:16][CH3:45])=[O:15])=[C:11]([O:17][CH2:18][C:19]4[CH:24]=[CH:23][CH:22]=[CH:21][C:20]=4[C:25]([F:28])([F:27])[F:26])[CH:10]=3)[C:5]=2[CH:29]=1. The yield is 0.800.